Dataset: Forward reaction prediction with 1.9M reactions from USPTO patents (1976-2016). Task: Predict the product of the given reaction. (1) The product is: [NH2:34][CH2:33][CH2:32][O:31][CH2:30][CH2:29][O:28][CH2:27][CH2:26][O:25][CH2:24][CH2:23][CH2:22][O:21][C:20]1[CH:19]=[CH:18][C:17]([N:11]2[C:12]([CH3:16])([CH3:15])[C:13](=[O:14])[N:9]([C:6]3[CH:7]=[CH:8][C:3]([C:1]#[N:2])=[C:4]([C:45]([F:46])([F:48])[F:47])[CH:5]=3)[C:10]2=[S:44])=[CH:43][CH:42]=1. Given the reactants [C:1]([C:3]1[CH:8]=[CH:7][C:6]([N:9]2[C:13](=[O:14])[C:12]([CH3:16])([CH3:15])[N:11]([C:17]3[CH:43]=[CH:42][C:20]([O:21][CH2:22][CH2:23][CH2:24][O:25][CH2:26][CH2:27][O:28][CH2:29][CH2:30][O:31][CH2:32][CH2:33][NH:34]C(=O)OC(C)(C)C)=[CH:19][CH:18]=3)[C:10]2=[S:44])=[CH:5][C:4]=1[C:45]([F:48])([F:47])[F:46])#[N:2], predict the reaction product. (2) Given the reactants [CH2:1]([NH:8][C@H:9]([C:11]1[CH:16]=[CH:15][CH:14]=[CH:13][CH:12]=1)[CH3:10])[C:2]1[CH:7]=[CH:6][CH:5]=[CH:4][CH:3]=1.C([Li])CCC.[CH:22]([S:25][C:26]1[CH:31]=[CH:30][CH:29]=[CH:28][C:27]=1[CH:32]=[CH:33][C:34]([O:36][C:37]([CH3:40])([CH3:39])[CH3:38])=[O:35])([CH3:24])[CH3:23], predict the reaction product. The product is: [CH2:1]([N:8]([C@H:9]([C:11]1[CH:16]=[CH:15][CH:14]=[CH:13][CH:12]=1)[CH3:10])[C@@H:32]([C:27]1[CH:28]=[CH:29][CH:30]=[CH:31][C:26]=1[S:25][CH:22]([CH3:24])[CH3:23])[CH2:33][C:34]([O:36][C:37]([CH3:38])([CH3:40])[CH3:39])=[O:35])[C:2]1[CH:7]=[CH:6][CH:5]=[CH:4][CH:3]=1.